The task is: Predict the reaction yield, written as a fraction of the theoretical maximum amount of product (1.0 means a 100% yield; for example, 0.34 means a 34% yield).. This data is from Reaction yield outcomes from USPTO patents with 853,638 reactions. (1) The reactants are Cl.[OH:2][CH:3]1[O:11][C@H:10]([CH2:12][OH:13])[C@@H:8]([OH:9])[C@H:6]([OH:7])[C@@H:4]1[NH2:5].C[O-].[Na+].Cl[CH2:18][C:19]([O:21]C(=O)CCl)=O.[N-:26]=[N+:27]=[N-:28].[Na+]. The catalyst is CO.CN(C=O)C. The product is [N:26]([CH2:18][C:19]([NH:5][C@H:4]1[C@@H:6]([OH:7])[C@H:8]([OH:9])[C@@H:10]([CH2:12][OH:13])[O:11][CH:3]1[OH:2])=[O:21])=[N+:27]=[N-:28]. The yield is 0.590. (2) The reactants are [Br:1][C:2]1[CH:3]=[CH:4][C:5]2[S:9](=[O:11])(=[O:10])[NH:8][CH:7]([CH3:12])[C:6]=2[CH:13]=1.Br[CH2:15][CH2:16][OH:17].C([O-])([O-])=O.[K+].[K+].N#N. The catalyst is CC#N.C(OCC)(=O)C. The product is [Br:1][C:2]1[CH:3]=[CH:4][C:5]2[S:9](=[O:10])(=[O:11])[N:8]([CH2:15][CH2:16][OH:17])[CH:7]([CH3:12])[C:6]=2[CH:13]=1. The yield is 0.860. (3) The reactants are [O:1]([CH2:8][C:9]1[N:10]=[C:11]2[CH:16]=[CH:15][NH:14][C:13](=[O:17])[N:12]2[CH:18]=1)[C:2]1[CH:7]=[CH:6][CH:5]=[CH:4][CH:3]=1.Cl[C:20]1[CH:25]=[CH:24][N:23]=[C:22]([O:26][CH3:27])[N:21]=1.C([O-])([O-])=O.[Cs+].[Cs+].C1(P(C2CCCCC2)C2C=CC=CC=2C2C(C(C)C)=CC(C(C)C)=CC=2C(C)C)CCCCC1. The catalyst is O1CCOCC1.C([O-])(=O)C.[Pd+2].C([O-])(=O)C. The product is [CH3:27][O:26][C:22]1[N:23]=[C:24]([N:14]2[CH:15]=[CH:16][C:11]3=[N:10][C:9]([CH2:8][O:1][C:2]4[CH:3]=[CH:4][CH:5]=[CH:6][CH:7]=4)=[CH:18][N:12]3[C:13]2=[O:17])[CH:25]=[CH:20][N:21]=1. The yield is 0.200. (4) The reactants are [CH2:1]([OH:12])[C@H:2]([C@H:4]([C@@H:6]([C@@H:8]([CH2:10][OH:11])[OH:9])[OH:7])[OH:5])[OH:3].CO[C:15]1[CH:34]=[CH:33][C:18]([C:19](Cl)([C:26]2[CH:31]=[CH:30][CH:29]=[CH:28][CH:27]=2)[C:20]2[CH:25]=[CH:24][CH:23]=[CH:22][CH:21]=2)=[CH:17][CH:16]=1.C(Cl)Cl. The catalyst is N1C=CC=CC=1. The product is [C:19]([O:11][CH2:10][C@H:8]([C@H:6]([C@@H:4]([C@@H:2]([CH2:1][O:12][C:19]([C:18]1[CH:33]=[CH:34][CH:15]=[CH:16][CH:17]=1)([C:26]1[CH:27]=[CH:28][CH:29]=[CH:30][CH:31]=1)[C:20]1[CH:21]=[CH:22][CH:23]=[CH:24][CH:25]=1)[OH:3])[OH:5])[OH:7])[OH:9])([C:26]1[CH:31]=[CH:30][CH:29]=[CH:28][CH:27]=1)([C:20]1[CH:25]=[CH:24][CH:23]=[CH:22][CH:21]=1)[C:18]1[CH:33]=[CH:34][CH:15]=[CH:16][CH:17]=1. The yield is 0.800. (5) The reactants are [NH2:1][C:2]1[CH:3]=[N:4][CH:5]=[CH:6][C:7]=1[N:8]1[CH2:13][CH2:12][CH:11](F)[CH:10]([NH:15][C:16](=[O:22])[O:17][C:18]([CH3:21])([CH3:20])[CH3:19])[CH2:9]1.[NH2:23][C:24]1[C:25]([C:32](O)=[O:33])=[N:26][C:27]([Br:31])=[C:28]([F:30])[CH:29]=1. No catalyst specified. The product is [NH2:23][C:24]1[C:25]([C:32]([NH:1][C:2]2[CH:3]=[N:4][CH:5]=[CH:6][C:7]=2[N:8]2[CH2:13][CH2:12][CH2:11][C@H:10]([NH:15][C:16](=[O:22])[O:17][C:18]([CH3:21])([CH3:20])[CH3:19])[CH2:9]2)=[O:33])=[N:26][C:27]([Br:31])=[C:28]([F:30])[CH:29]=1. The yield is 0.400. (6) The reactants are [Br:1][C:2]1[S:6][C:5]([C:7](=[O:13])[C:8]([O:10][CH2:11][CH3:12])=[O:9])=[CH:4][CH:3]=1.C(O[BH-](OC(=O)C)OC(=O)C)(=O)C.[Na+]. The catalyst is O1CCCC1.C(OCC)(=O)C. The product is [Br:1][C:2]1[S:6][C:5]([CH:7]([OH:13])[C:8]([O:10][CH2:11][CH3:12])=[O:9])=[CH:4][CH:3]=1. The yield is 0.992. (7) The product is [CH2:1]([N:8]1[CH2:9][C:10](=[O:12])[N:32]([CH2:31][CH2:30][C:27]2[CH:28]=[CH:29][CH:24]=[CH:25][CH:26]=2)[C:14](=[O:16])[CH2:13]1)[C:2]1[CH:3]=[CH:4][CH:5]=[CH:6][CH:7]=1. The yield is 0.920. The catalyst is O.C(N(CC)CC)C. The reactants are [CH2:1]([N:8]([CH2:13][C:14]([OH:16])=O)[CH2:9][C:10]([OH:12])=O)[C:2]1[CH:7]=[CH:6][CH:5]=[CH:4][CH:3]=1.C(OC(=O)C)(=O)C.[CH:24]1[CH:29]=[CH:28][C:27]([CH2:30][CH2:31][NH2:32])=[CH:26][CH:25]=1.C(OC(C)C)(=O)C.C(=O)([O-])[O-].[K+].[K+]. (8) The reactants are [Cl:1][C:2]1[CH:32]=[CH:31][C:5]([CH2:6][N:7]2[C:12]3[S:13][C:14]4[CH2:19][N:18](C(OC(C)(C)C)=O)[CH2:17][CH2:16][C:15]=4[C:11]=3[C:10]3=[N:27][CH:28]=[N:29][N:9]3[C:8]2=[O:30])=[CH:4][CH:3]=1.Cl. The catalyst is O1CCOCC1. The product is [Cl:1][C:2]1[CH:3]=[CH:4][C:5]([CH2:6][N:7]2[C:12]3[S:13][C:14]4[CH2:19][NH:18][CH2:17][CH2:16][C:15]=4[C:11]=3[C:10]3=[N:27][CH:28]=[N:29][N:9]3[C:8]2=[O:30])=[CH:31][CH:32]=1. The yield is 0.990. (9) The reactants are Br[C:2]1[CH:7]=[CH:6][CH:5]=[CH:4][N:3]=1.[Li]CCCC.[C:13]([C:15]1([CH:19]2[CH2:23][CH2:22][N:21]([C:24]([O:26][C:27]([CH3:30])([CH3:29])[CH3:28])=[O:25])[CH2:20]2)[CH2:18][CH2:17][CH2:16]1)#N.Cl.C([O-])(O)=[O:33].[Na+]. The catalyst is CCOCC. The product is [N:3]1[CH:4]=[CH:5][CH:6]=[CH:7][C:2]=1[C:13]([C:15]1([CH:19]2[CH2:23][CH2:22][N:21]([C:24]([O:26][C:27]([CH3:30])([CH3:29])[CH3:28])=[O:25])[CH2:20]2)[CH2:18][CH2:17][CH2:16]1)=[O:33]. The yield is 0.210. (10) The reactants are [Cl:1][C:2]1[CH:3]=[CH:4][C:5]([O:10][CH3:11])=[C:6]([CH:9]=1)[C:7]#[N:8].[CH2:12]([OH:14])[CH3:13].Cl. The catalyst is C(Cl)Cl. The product is [ClH:1].[Cl:1][C:2]1[CH:3]=[CH:4][C:5]([O:10][CH3:11])=[C:6]([CH:9]=1)[C:7](=[NH:8])[O:14][CH2:12][CH3:13]. The yield is 0.510.